Predict the reactants needed to synthesize the given product. From a dataset of Full USPTO retrosynthesis dataset with 1.9M reactions from patents (1976-2016). (1) The reactants are: Cl[C:2]1[O:3][C:4]([CH2:14][CH2:15][CH2:16][O:17][C:18]2[CH:23]=[CH:22][CH:21]=[CH:20][C:19]=2[O:24][CH3:25])=[C:5]([C:7]2[CH:12]=[CH:11][C:10]([Cl:13])=[CH:9][CH:8]=2)[N:6]=1.[CH2:26]([C:37]1[NH:38][CH:39]=[CH:40][N:41]=1)[CH2:27][CH2:28][CH2:29][CH2:30][CH2:31][CH2:32][CH2:33][CH2:34][CH2:35][CH3:36].C(=O)([O-])[O-].[K+].[K+].CN(C)C=O. Given the product [Cl:13][C:10]1[CH:11]=[CH:12][C:7]([C:5]2[N:6]=[C:2]([N:38]3[CH:39]=[CH:40][N:41]=[C:37]3[CH2:26][CH2:27][CH2:28][CH2:29][CH2:30][CH2:31][CH2:32][CH2:33][CH2:34][CH2:35][CH3:36])[O:3][C:4]=2[CH2:14][CH2:15][CH2:16][O:17][C:18]2[CH:23]=[CH:22][CH:21]=[CH:20][C:19]=2[O:24][CH3:25])=[CH:8][CH:9]=1, predict the reactants needed to synthesize it. (2) The reactants are: C(O[BH-](OC(=O)C)OC(=O)C)(=O)C.[Na+].[CH3:15][NH:16][CH3:17].[Cl:18][C:19]1[CH:20]=[CH:21][C:22]([O:42][CH2:43][C:44]2[CH:49]=[CH:48][CH:47]=[CH:46][CH:45]=2)=[C:23]([CH2:25][C:26]2[O:30][C:29]([C:31]3[NH:35][C:34]4[CH:36]=[CH:37][C:38]([CH:40]=O)=[CH:39][C:33]=4[N:32]=3)=[CH:28][CH:27]=2)[CH:24]=1. Given the product [ClH:18].[ClH:18].[Cl:18][C:19]1[CH:20]=[CH:21][C:22]([O:42][CH2:43][C:44]2[CH:49]=[CH:48][CH:47]=[CH:46][CH:45]=2)=[C:23]([CH2:25][C:26]2[O:30][C:29]([C:31]3[NH:35][C:34]4[CH:36]=[CH:37][C:38]([CH2:40][N:16]([CH3:17])[CH3:15])=[CH:39][C:33]=4[N:32]=3)=[CH:28][CH:27]=2)[CH:24]=1, predict the reactants needed to synthesize it. (3) Given the product [CH2:1]([C:5]1[CH:10]=[CH:9][C:8]([C:11]#[C:12][C:13]2[CH:20]=[CH:19][C:16]([CH2:17][NH:30][CH2:29][CH2:28][C:25]3[CH:26]=[CH:27][C:22]([Cl:21])=[CH:23][CH:24]=3)=[CH:15][CH:14]=2)=[CH:7][CH:6]=1)[CH2:2][CH2:3][CH3:4], predict the reactants needed to synthesize it. The reactants are: [CH2:1]([C:5]1[CH:10]=[CH:9][C:8]([C:11]#[C:12][C:13]2[CH:20]=[CH:19][C:16]([CH:17]=O)=[CH:15][CH:14]=2)=[CH:7][CH:6]=1)[CH2:2][CH2:3][CH3:4].[Cl:21][C:22]1[CH:27]=[CH:26][C:25]([CH2:28][CH2:29][NH2:30])=[CH:24][CH:23]=1.[BH4-].[Na+].[Na+].[Cl-]. (4) Given the product [N:1]([C:8]1[C:7]([F:19])=[C:6]([F:5])[C:11]([C:12]([O:14][CH3:15])=[O:13])=[C:10]([F:16])[C:9]=1[F:17])=[N+:2]=[N-:3], predict the reactants needed to synthesize it. The reactants are: [N-:1]=[N+:2]=[N-:3].[Na+].[F:5][C:6]1[C:11]([C:12]([O:14][CH3:15])=[O:13])=[C:10]([F:16])[C:9]([F:17])=[C:8](F)[C:7]=1[F:19].